Dataset: Catalyst prediction with 721,799 reactions and 888 catalyst types from USPTO. Task: Predict which catalyst facilitates the given reaction. (1) Reactant: [Cl:1][C:2]1[CH:3]=[C:4]([C:9]2([C:22]([F:25])([F:24])[F:23])[O:13][N:12]=[C:11]([C:14]3[CH:15]=[CH:16][C:17]([CH3:21])=[C:18]([CH:20]=3)[NH2:19])[CH2:10]2)[CH:5]=[C:6]([Cl:8])[CH:7]=1.[F:26][C:27]1[CH:35]=[CH:34][C:30]([C:31](O)=[O:32])=[CH:29][CH:28]=1.Cl.C(N(CC)CCCN=C=NCC)C.C(=O)([O-])O.[Na+]. Product: [Cl:1][C:2]1[CH:3]=[C:4]([C:9]2([C:22]([F:23])([F:25])[F:24])[O:13][N:12]=[C:11]([C:14]3[CH:15]=[CH:16][C:17]([CH3:21])=[C:18]([NH:19][C:31](=[O:32])[C:30]4[CH:34]=[CH:35][C:27]([F:26])=[CH:28][CH:29]=4)[CH:20]=3)[CH2:10]2)[CH:5]=[C:6]([Cl:8])[CH:7]=1. The catalyst class is: 9. (2) Reactant: [CH2:1]([N:3]1[C:12](=[O:13])[C:11]2[C:6](=[CH:7][CH:8]=[C:9]([N+:14]([O-])=O)[CH:10]=2)[N:5]([CH2:17][CH2:18][CH2:19][O:20][CH3:21])[C:4]1=[O:22])[CH3:2].[H][H]. Product: [NH2:14][C:9]1[CH:10]=[C:11]2[C:6](=[CH:7][CH:8]=1)[N:5]([CH2:17][CH2:18][CH2:19][O:20][CH3:21])[C:4](=[O:22])[N:3]([CH2:1][CH3:2])[C:12]2=[O:13]. The catalyst class is: 78.